The task is: Predict the reactants needed to synthesize the given product.. This data is from Full USPTO retrosynthesis dataset with 1.9M reactions from patents (1976-2016). (1) Given the product [O:1]1[CH:5]=[CH:4][CH:3]=[C:2]1[CH2:6][N:7]1[C:15]([C:16]2[CH:17]=[CH:18][C:19]([CH2:20][OH:21])=[CH:24][CH:25]=2)=[C:14]2[C:9]([CH:10]=[CH:11][CH:12]=[CH:13]2)=[N:8]1, predict the reactants needed to synthesize it. The reactants are: [O:1]1[CH:5]=[CH:4][CH:3]=[C:2]1[CH2:6][N:7]1[C:15]([C:16]2[CH:25]=[CH:24][C:19]([C:20](OC)=[O:21])=[CH:18][CH:17]=2)=[C:14]2[C:9]([CH:10]=[CH:11][CH:12]=[CH:13]2)=[N:8]1.[Cl-].[Ca+2].[Cl-].[BH4-].[Na+].C(N1C(C2C=CC(CO)=CC=2)=C2C(C=CC=C2)=N1)C1C=CC=CC=1. (2) Given the product [CH3:6][N:5]([CH2:4][C:3]([O:27][CH2:26][N:19]1[C:20]2[C:25](=[CH:24][CH:23]=[CH:22][CH:21]=2)/[C:17](=[CH:16]/[C:11]2[NH:12][C:13]([CH3:15])=[CH:14][C:10]=2[CH3:9])/[C:18]1=[O:28])=[O:8])[CH3:7], predict the reactants needed to synthesize it. The reactants are: [Cl-].Cl[C:3](=[O:8])[CH2:4][NH+:5]([CH3:7])[CH3:6].[CH3:9][C:10]1[CH:14]=[C:13]([CH3:15])[NH:12][C:11]=1/[CH:16]=[C:17]1\[C:18](=[O:28])[N:19]([CH2:26][OH:27])[C:20]2[C:25]\1=[CH:24][CH:23]=[CH:22][CH:21]=2. (3) Given the product [C:36]([O:41][CH:42]([N:14]1[C:11]2=[N:12][CH:13]=[C:8]([C:5]3[CH:6]=[CH:7][C:2]([Cl:1])=[CH:3][CH:4]=3)[CH:9]=[C:10]2[C:16]([C:17](=[O:18])[C:19]2[C:24]([F:25])=[CH:23][CH:22]=[C:21]([NH:26][S:27]([CH2:30][CH2:31][CH3:32])(=[O:28])=[O:29])[C:20]=2[F:33])=[CH:15]1)[CH:43]([CH3:45])[CH3:44])(=[O:40])[CH:37]([CH3:39])[CH3:38], predict the reactants needed to synthesize it. The reactants are: [Cl:1][C:2]1[CH:7]=[CH:6][C:5]([C:8]2[CH:9]=[C:10]3[C:16]([C:17]([C:19]4[C:20]([F:33])=[C:21]([NH:26][S:27]([CH2:30][CH2:31][CH3:32])(=[O:29])=[O:28])[CH:22]=[CH:23][C:24]=4[F:25])=[O:18])=[CH:15][NH:14][C:11]3=[N:12][CH:13]=2)=[CH:4][CH:3]=1.[OH-].[K+].[C:36]([O:41][CH:42](Cl)[CH:43]([CH3:45])[CH3:44])(=[O:40])[CH:37]([CH3:39])[CH3:38].